This data is from Catalyst prediction with 721,799 reactions and 888 catalyst types from USPTO. The task is: Predict which catalyst facilitates the given reaction. (1) Reactant: C(O)(=O)C.[OH-].[Na+].[NH2:7][C:8]1[C:17]([CH3:18])=[CH:16][CH:15]=[CH:14][C:9]=1[C:10]([NH:12][CH3:13])=[O:11].[Br:19]Br. Product: [NH2:7][C:8]1[C:17]([CH3:18])=[CH:16][C:15]([Br:19])=[CH:14][C:9]=1[C:10]([NH:12][CH3:13])=[O:11]. The catalyst class is: 6. (2) Reactant: [F:1][C:2]1[CH:8]=[CH:7][C:5]([NH2:6])=[CH:4][C:3]=1[N+:9]([O-:11])=[O:10].[C:12]([NH:15][C:16]1[CH:21]=[CH:20][C:19]([S:22](Cl)(=[O:24])=[O:23])=[CH:18][CH:17]=1)(=[O:14])[CH3:13]. Product: [F:1][C:2]1[CH:8]=[CH:7][C:5]([NH:6][S:22]([C:19]2[CH:18]=[CH:17][C:16]([NH:15][C:12](=[O:14])[CH3:13])=[CH:21][CH:20]=2)(=[O:24])=[O:23])=[CH:4][C:3]=1[N+:9]([O-:11])=[O:10]. The catalyst class is: 17. (3) Reactant: [C:1]([O:5][C:6](=[O:23])[NH:7][C@H:8]([C:17](=[O:22])N(OC)C)[CH2:9][CH2:10][CH:11]1[CH2:16][CH2:15][CH2:14][CH2:13][CH2:12]1)([CH3:4])([CH3:3])[CH3:2].[CH3:24][Mg]Cl. Product: [C:1]([O:5][C:6](=[O:23])[NH:7][C@@H:8]([CH2:9][CH2:10][CH:11]1[CH2:12][CH2:13][CH2:14][CH2:15][CH2:16]1)[C:17](=[O:22])[CH3:24])([CH3:2])([CH3:3])[CH3:4]. The catalyst class is: 1. (4) Reactant: C([C:3](C)=[O:4])C.CCC[CH2:9][O:10][CH2:11][CH2:12][O:13][CH2:14][CH2:15][O:16][C:17]([CH3:19])=O. Product: [CH3:3][O:4][CH2:19][CH2:17][O:16][CH2:15][CH2:14][O:13][CH2:12][CH2:11][O:10][CH3:9]. The catalyst class is: 21. (5) Reactant: [CH3:1][S:2](Cl)(=[O:4])=[O:3].[Cl:6][C:7]1[N:12]=[C:11]([C:13]2[S:17][C:16]([N:18]3[CH2:23][CH2:22][NH:21][CH2:20][CH2:19]3)=[N:15][C:14]=2[C:24]2[C:25]([F:42])=[C:26]([NH:30][S:31]([C:34]3[CH:39]=[C:38]([F:40])[CH:37]=[CH:36][C:35]=3[F:41])(=[O:33])=[O:32])[CH:27]=[CH:28][CH:29]=2)[CH:10]=[CH:9][N:8]=1. Product: [Cl:6][C:7]1[N:12]=[C:11]([C:13]2[S:17][C:16]([N:18]3[CH2:23][CH2:22][N:21]([S:2]([CH3:1])(=[O:4])=[O:3])[CH2:20][CH2:19]3)=[N:15][C:14]=2[C:24]2[C:25]([F:42])=[C:26]([NH:30][S:31]([C:34]3[CH:39]=[C:38]([F:40])[CH:37]=[CH:36][C:35]=3[F:41])(=[O:33])=[O:32])[CH:27]=[CH:28][CH:29]=2)[CH:10]=[CH:9][N:8]=1. The catalyst class is: 2. (6) Reactant: C(OC([N:8]1[CH2:13][CH2:12][CH2:11][C@@H:10]([CH2:14][N:15]2[C:23]([C:24]3[C:29]([F:30])=[CH:28][CH:27]=[CH:26][C:25]=3[Cl:31])=[N:22][C:21]3[C:16]2=[N:17][C:18]([NH:32][CH2:33][C:34]2[CH:39]=[CH:38][C:37]([F:40])=[C:36]([F:41])[CH:35]=2)=[N:19][CH:20]=3)[CH2:9]1)=O)(C)(C)C.C(O)(C(F)(F)F)=O. Product: [F:41][C:36]1[CH:35]=[C:34]([CH:39]=[CH:38][C:37]=1[F:40])[CH2:33][NH:32][C:18]1[N:17]=[C:16]2[C:21]([N:22]=[C:23]([C:24]3[C:29]([F:30])=[CH:28][CH:27]=[CH:26][C:25]=3[Cl:31])[N:15]2[CH2:14][C@@H:10]2[CH2:11][CH2:12][CH2:13][NH:8][CH2:9]2)=[CH:20][N:19]=1. The catalyst class is: 2.